From a dataset of Full USPTO retrosynthesis dataset with 1.9M reactions from patents (1976-2016). Predict the reactants needed to synthesize the given product. Given the product [O:18]([C:25]1[CH:26]=[C:27]2[C:33](=[CH:34][CH:35]=1)[C:41](=[O:42])[N:17]([C:12]1[CH:11]=[C:10]3[C:15]([CH:16]=[C:7]([CH2:6][N:1]4[CH2:5][CH2:4][CH2:3][CH2:2]4)[CH2:8][O:9]3)=[CH:14][CH:13]=1)[C:28]2=[O:30])[C:19]1[CH:20]=[CH:21][CH:22]=[CH:23][CH:24]=1, predict the reactants needed to synthesize it. The reactants are: [N:1]1([CH2:6][C:7]2[CH2:8][O:9][C:10]3[C:15]([CH:16]=2)=[CH:14][CH:13]=[C:12]([NH2:17])[CH:11]=3)[CH2:5][CH2:4][CH2:3][CH2:2]1.[O:18]([C:25]1[CH:35]=[CH:34][CH:33]=[C:27]2[C:28]([O:30]C(=O)[C:26]=12)=O)[C:19]1[CH:24]=[CH:23][CH:22]=[CH:21][CH:20]=1.C(N(C(C)C)C[CH2:41][O:42]C1C=CC(N)=CC=1OC)(C)C.